From a dataset of Reaction yield outcomes from USPTO patents with 853,638 reactions. Predict the reaction yield, written as a fraction of the theoretical maximum amount of product (1.0 means a 100% yield; for example, 0.34 means a 34% yield). (1) The reactants are [F:1][C:2]1[CH:10]=[CH:9][C:5]([C:6]([OH:8])=O)=[CH:4][C:3]=1[CH3:11].CN(C(ON1N=NC2C=CC=CC1=2)=[N+](C)C)C.[B-](F)(F)(F)F.CCN(C(C)C)C(C)C.[C:43]([O:47][C@H:48]([CH3:58])[C@H:49]([NH:56][CH3:57])[CH2:50][N:51]1[CH2:55][CH2:54][CH2:53][CH2:52]1)([CH3:46])([CH3:45])[CH3:44]. The catalyst is C(Cl)Cl. The product is [C:43]([O:47][C@H:48]([CH3:58])[C@H:49]([N:56]([CH3:57])[C:6](=[O:8])[C:5]1[CH:9]=[CH:10][C:2]([F:1])=[C:3]([CH3:11])[CH:4]=1)[CH2:50][N:51]1[CH2:55][CH2:54][CH2:53][CH2:52]1)([CH3:46])([CH3:45])[CH3:44]. The yield is 0.180. (2) The catalyst is C(#N)C.O. The reactants are Cl[CH2:2][C:3]1[N:13]2[C:14]3[C:9]([CH2:10][CH2:11][CH:12]2[CH3:15])=[CH:8][C:7]([F:16])=[CH:6][C:5]=3[N:4]=1.[C:17]1([CH:23]2[CH2:28][CH2:27][NH:26][CH2:25][CH2:24]2)[CH:22]=[CH:21][CH:20]=[CH:19][CH:18]=1.C(=O)([O-])[O-].[K+].[K+]. The product is [F:16][C:7]1[CH:8]=[C:9]2[C:14]3=[C:5]([N:4]=[C:3]([CH2:2][N:26]4[CH2:27][CH2:28][CH:23]([C:17]5[CH:22]=[CH:21][CH:20]=[CH:19][CH:18]=5)[CH2:24][CH2:25]4)[N:13]3[CH:12]([CH3:15])[CH2:11][CH2:10]2)[CH:6]=1. The yield is 0.840. (3) The reactants are [CH2:1]([C:4]1[C:13]2[O:12][CH2:11][C:10](=[S:14])[NH:9][C:8]=2[CH:7]=[CH:6][CH:5]=1)[CH:2]=[CH2:3].[OH-].[K+].[CH3:17]I. The catalyst is CC(C)=O. The product is [CH3:17][S:14][C:10]1[CH2:11][O:12][C:13]2[C:4]([CH2:1][CH:2]=[CH2:3])=[CH:5][CH:6]=[CH:7][C:8]=2[N:9]=1. The yield is 0.650. (4) The reactants are [Br:1][C:2]1[CH:7]=[CH:6][C:5]2[C:8]3[C:13]([C:14]4([CH2:19][CH2:18][NH:17][CH2:16][CH2:15]4)[C:4]=2[CH:3]=1)=[CH:12][C:11]([Br:20])=[CH:10][CH:9]=3.[CH3:21][S:22](Cl)(=[O:24])=[O:23].CCN(CC)CC. The catalyst is C(Cl)Cl. The product is [Br:1][C:2]1[CH:7]=[CH:6][C:5]2[C:8]3[C:13]([C:14]4([CH2:15][CH2:16][N:17]([S:22]([CH3:21])(=[O:24])=[O:23])[CH2:18][CH2:19]4)[C:4]=2[CH:3]=1)=[CH:12][C:11]([Br:20])=[CH:10][CH:9]=3. The yield is 0.887.